This data is from Forward reaction prediction with 1.9M reactions from USPTO patents (1976-2016). The task is: Predict the product of the given reaction. (1) Given the reactants CC1N=CN([C:7]2[CH:8]=[C:9]([NH2:17])[CH:10]=[C:11]([C:13]([F:16])([F:15])[F:14])[CH:12]=2)C=1.[CH3:18][N:19]1[CH2:24][CH2:23][CH:22]([OH:25])[CH2:21][CH2:20]1, predict the reaction product. The product is: [CH3:18][N:19]1[CH2:24][CH2:23][CH:22]([O:25][C:7]2[CH:8]=[C:9]([NH2:17])[CH:10]=[C:11]([C:13]([F:14])([F:15])[F:16])[CH:12]=2)[CH2:21][CH2:20]1. (2) The product is: [C:7]([C:4]1[N:5]([CH2:13][C:14](=[O:16])[CH3:15])[CH:6]=[C:2]([Br:1])[CH:3]=1)(=[O:9])[CH3:8]. Given the reactants [Br:1][C:2]1[CH:3]=[C:4]([C:7](=[O:9])[CH3:8])[NH:5][CH:6]=1.[H-].[Na+].Cl[CH2:13][C:14](=[O:16])[CH3:15], predict the reaction product. (3) Given the reactants [Br:1][C:2]1[N:7]=[C:6]([NH:8][C:9]([C@@H:11]2[CH2:15][C@@H:14]([F:16])[CH2:13][N:12]2[C:17](=[O:34])[CH2:18][N:19]2[C:27]3[C:22](=[CH:23][C:24](C(O)=O)=[CH:25][CH:26]=3)[C:21]([C:31](=[O:33])[NH2:32])=[N:20]2)=[O:10])[CH:5]=[CH:4][CH:3]=1.[N-:35]=[C:36]=[O:37].[F:38][C:39]1([F:45])[CH2:44][CH2:43][CH2:42][NH:41][CH2:40]1, predict the reaction product. The product is: [Br:1][C:2]1[N:7]=[C:6]([NH:8][C:9]([C@@H:11]2[CH2:15][C@@H:14]([F:16])[CH2:13][N:12]2[C:17](=[O:34])[CH2:18][N:19]2[C:27]3[C:22](=[CH:23][C:24]([NH:35][C:36]([N:41]4[CH2:42][CH2:43][CH2:44][C:39]([F:45])([F:38])[CH2:40]4)=[O:37])=[CH:25][CH:26]=3)[C:21]([C:31]([NH2:32])=[O:33])=[N:20]2)=[O:10])[CH:5]=[CH:4][CH:3]=1. (4) Given the reactants [CH2:1]([N:3]([C@H:18]([CH2:20][C:21]([NH:23][NH:24][C:25](=O)[C:26]1[CH:31]=[CH:30][C:29]([F:32])=[CH:28][CH:27]=1)=[O:22])[CH3:19])[C:4](=[O:17])[C:5]1[CH:10]=[C:9]([CH3:11])[CH:8]=[CH:7][C:6]=1[N:12]1[N:16]=[CH:15][CH:14]=[N:13]1)[CH3:2], predict the reaction product. The product is: [CH2:1]([N:3]([C@@H:18]([CH3:19])[CH2:20][C:21]1[O:22][C:25]([C:26]2[CH:27]=[CH:28][C:29]([F:32])=[CH:30][CH:31]=2)=[N:24][N:23]=1)[C:4](=[O:17])[C:5]1[CH:10]=[C:9]([CH3:11])[CH:8]=[CH:7][C:6]=1[N:12]1[N:16]=[CH:15][CH:14]=[N:13]1)[CH3:2].